Dataset: Peptide-MHC class II binding affinity with 134,281 pairs from IEDB. Task: Regression. Given a peptide amino acid sequence and an MHC pseudo amino acid sequence, predict their binding affinity value. This is MHC class II binding data. (1) The peptide sequence is KMIGGIGGFVKVRQYDQILI. The MHC is DRB1_1101 with pseudo-sequence DRB1_1101. The binding affinity (normalized) is 0.397. (2) The peptide sequence is VLAVGPAYSAHCIGI. The MHC is DRB1_0801 with pseudo-sequence DRB1_0801. The binding affinity (normalized) is 0.251. (3) The peptide sequence is PDKPSLDISLETVAID. The MHC is HLA-DQA10501-DQB10402 with pseudo-sequence HLA-DQA10501-DQB10402. The binding affinity (normalized) is 0.297. (4) The peptide sequence is LDECLHLLRTDSIFK. The MHC is DRB1_0101 with pseudo-sequence DRB1_0101. The binding affinity (normalized) is 0.663.